From a dataset of NCI-60 drug combinations with 297,098 pairs across 59 cell lines. Regression. Given two drug SMILES strings and cell line genomic features, predict the synergy score measuring deviation from expected non-interaction effect. (1) Drug 1: CC=C1C(=O)NC(C(=O)OC2CC(=O)NC(C(=O)NC(CSSCCC=C2)C(=O)N1)C(C)C)C(C)C. Drug 2: CC1=C(N=C(N=C1N)C(CC(=O)N)NCC(C(=O)N)N)C(=O)NC(C(C2=CN=CN2)OC3C(C(C(C(O3)CO)O)O)OC4C(C(C(C(O4)CO)O)OC(=O)N)O)C(=O)NC(C)C(C(C)C(=O)NC(C(C)O)C(=O)NCCC5=NC(=CS5)C6=NC(=CS6)C(=O)NCCC[S+](C)C)O. Cell line: SW-620. Synergy scores: CSS=47.1, Synergy_ZIP=-2.06, Synergy_Bliss=-0.991, Synergy_Loewe=-30.1, Synergy_HSA=1.25. (2) Drug 1: CC1=C(N=C(N=C1N)C(CC(=O)N)NCC(C(=O)N)N)C(=O)NC(C(C2=CN=CN2)OC3C(C(C(C(O3)CO)O)O)OC4C(C(C(C(O4)CO)O)OC(=O)N)O)C(=O)NC(C)C(C(C)C(=O)NC(C(C)O)C(=O)NCCC5=NC(=CS5)C6=NC(=CS6)C(=O)NCCC[S+](C)C)O. Drug 2: C1CNP(=O)(OC1)N(CCCl)CCCl. Cell line: MDA-MB-231. Synergy scores: CSS=21.1, Synergy_ZIP=-5.76, Synergy_Bliss=-0.383, Synergy_Loewe=-18.4, Synergy_HSA=-0.978.